From a dataset of Forward reaction prediction with 1.9M reactions from USPTO patents (1976-2016). Predict the product of the given reaction. Given the reactants [CH3:1][O:2][C:3]1[CH:8]=[CH:7][CH:6]=[CH:5][C:4]=1[C:9]1[C:17]2[C:12](=[N:13][CH:14]=[C:15](B3OC(C)(C)C(C)(C)O3)[CH:16]=2)[N:11]([S:27]([C:30]2[CH:35]=[CH:34][C:33]([CH3:36])=[CH:32][CH:31]=2)(=[O:29])=[O:28])[CH:10]=1.[NH2:37][C:38]1[C:48]([F:49])=[CH:47][C:46](I)=[CH:45][C:39]=1[C:40]([N:42]([CH3:44])[CH3:43])=[O:41].C(=O)(O)[O-].[Na+], predict the reaction product. The product is: [NH2:37][C:38]1[C:48]([F:49])=[CH:47][C:46]([C:15]2[CH:16]=[C:17]3[C:9]([C:4]4[CH:5]=[CH:6][CH:7]=[CH:8][C:3]=4[O:2][CH3:1])=[CH:10][N:11]([S:27]([C:30]4[CH:35]=[CH:34][C:33]([CH3:36])=[CH:32][CH:31]=4)(=[O:29])=[O:28])[C:12]3=[N:13][CH:14]=2)=[CH:45][C:39]=1[C:40]([N:42]([CH3:43])[CH3:44])=[O:41].